From a dataset of Reaction yield outcomes from USPTO patents with 853,638 reactions. Predict the reaction yield, written as a fraction of the theoretical maximum amount of product (1.0 means a 100% yield; for example, 0.34 means a 34% yield). (1) The reactants are [CH2:1]([O:3][C:4]1[CH:11]=[CH:10][C:7]([CH2:8]O)=[CH:6][C:5]=1[N+:12]([O-:14])=[O:13])[CH3:2].S(Cl)([Cl:17])=O. The catalyst is C1(C)C=CC=CC=1. The product is [CH2:1]([O:3][C:4]1[CH:11]=[CH:10][C:7]([CH2:8][Cl:17])=[CH:6][C:5]=1[N+:12]([O-:14])=[O:13])[CH3:2]. The yield is 0.770. (2) The reactants are [CH3:1][C:2]1[O:6][C:5]([C:7]2[CH:8]=[CH:9][C:10]3[O:14][CH:13]=[C:12]([C:15]4[CH:20]=[CH:19][C:18]([CH2:21][OH:22])=[CH:17][CH:16]=4)[C:11]=3[CH:23]=2)=[N:4][N:3]=1.O1CCC[CH2:25]1.[H-].[Na+].IC. The catalyst is C(OCC)(=O)C.CN(C)C=O. The product is [CH3:25][O:22][CH2:21][C:18]1[CH:19]=[CH:20][C:15]([C:12]2[C:11]3[CH:23]=[C:7]([C:5]4[O:6][C:2]([CH3:1])=[N:3][N:4]=4)[CH:8]=[CH:9][C:10]=3[O:14][CH:13]=2)=[CH:16][CH:17]=1. The yield is 0.730. (3) The reactants are [Cl:1][C:2]1[CH:7]=[C:6](Cl)[N:5]=[C:4]([NH2:9])[CH:3]=1.C([O-])([O-])=O.[K+].[K+].[Zn](CC)[CH2:17][CH3:18]. The catalyst is C1COCC1.C1C=CC(P(C2C=CC=CC=2)[C-]2C=CC=C2)=CC=1.C1C=CC(P(C2C=CC=CC=2)[C-]2C=CC=C2)=CC=1.Cl[Pd]Cl.[Fe+2].C(Cl)Cl. The product is [Cl:1][C:2]1[CH:7]=[C:6]([CH2:17][CH3:18])[N:5]=[C:4]([NH2:9])[CH:3]=1. The yield is 0.330. (4) The reactants are [Cl:1][C:2]1[CH:7]=[CH:6][C:5]([O:8][C:9]2[CH:14]=[CH:13][C:12]([CH2:15][CH2:16][NH2:17])=[CH:11][CH:10]=2)=[CH:4][C:3]=1[C:18]([F:21])([F:20])[F:19].[Cl:1][C:2]1[CH:7]=[CH:6][C:5]([O:8][C:9]2[CH:10]=[CH:11][C:12]([CH2:15][CH2:16][NH2:17])=[CH:13][CH:14]=2)=[CH:4][C:3]=1[C:18]([F:19])([F:20])[F:21].[CH3:43][N:44]1[CH:49]=[C:48]([CH2:50][C:51]2[CH:52]=[N:53][N:54]([CH3:56])[CH:55]=2)[C:47](=[O:57])[N:46]=[C:45]1N[N+]([O-])=O. The catalyst is C(O)C. The product is [Cl:1][C:2]1[CH:7]=[CH:6][C:5]([O:8][C:9]2[CH:10]=[CH:11][C:12]([CH2:15][CH2:16][NH:17][C:45]3[N:44]([CH3:43])[CH:49]=[C:48]([CH2:50][C:51]4[CH:52]=[N:53][N:54]([CH3:56])[CH:55]=4)[C:47](=[O:57])[N:46]=3)=[CH:13][CH:14]=2)=[CH:4][C:3]=1[C:18]([F:19])([F:20])[F:21]. The yield is 0.0960. (5) The reactants are Cl[C:2]1[N:7]=[C:6]([C:8]2[CH:22]=[CH:21][C:11]([O:12][CH2:13][CH2:14][N:15]3[CH2:20][CH2:19][O:18][CH2:17][CH2:16]3)=[CH:10][CH:9]=2)[CH:5]=[CH:4][N:3]=1.Cl.[NH2:24][CH2:25][C:26]1[CH:35]=[CH:34][C:29]([C:30]([O:32][CH3:33])=[O:31])=[CH:28][CH:27]=1.C(=O)([O-])[O-].[Cs+].[Cs+].C1C=CC(P(C2C(C3C(P(C4C=CC=CC=4)C4C=CC=CC=4)=CC=C4C=3C=CC=C4)=C3C(C=CC=C3)=CC=2)C2C=CC=CC=2)=CC=1. The catalyst is C1(C)C=CC=CC=1.C1C=CC(/C=C/C(/C=C/C2C=CC=CC=2)=O)=CC=1.C1C=CC(/C=C/C(/C=C/C2C=CC=CC=2)=O)=CC=1.C1C=CC(/C=C/C(/C=C/C2C=CC=CC=2)=O)=CC=1.[Pd].[Pd]. The product is [N:15]1([CH2:14][CH2:13][O:12][C:11]2[CH:21]=[CH:22][C:8]([C:6]3[CH:5]=[CH:4][N:3]=[C:2]([NH:24][CH2:25][C:26]4[CH:27]=[CH:28][C:29]([C:30]([O:32][CH3:33])=[O:31])=[CH:34][CH:35]=4)[N:7]=3)=[CH:9][CH:10]=2)[CH2:20][CH2:19][O:18][CH2:17][CH2:16]1. The yield is 0.500. (6) The reactants are [C:1]([C:4]1[C:9]([O:10]C)=[CH:8][C:7]([O:12][CH3:13])=[CH:6][C:5]=1[O:14][C:15](=O)C1C=CN=CC=1)(=[O:3])[CH3:2].C[C:24]([CH3:27])([O-])C.[K+].[NH4+:29].[Cl-].[CH2:31]1[CH2:35][O:34][CH2:33][CH2:32]1. No catalyst specified. The product is [OH:10][C:9]1[CH:8]=[C:7]([O:12][CH3:13])[CH:6]=[C:5]([O:14][CH3:15])[C:4]=1[C:1](=[O:3])[CH2:2][C:33]([C:32]1[CH:31]=[CH:35][N:29]=[CH:24][CH:27]=1)=[O:34]. The yield is 0.880.